This data is from Full USPTO retrosynthesis dataset with 1.9M reactions from patents (1976-2016). The task is: Predict the reactants needed to synthesize the given product. (1) Given the product [C:10]([C:14]1[N:18]([CH3:19])[N:17]=[C:16]([NH:20][CH:2]2[O:3][C:4](=[O:9])[C:5]([CH3:8])=[C:6]2[Cl:7])[CH:15]=1)([CH3:13])([CH3:11])[CH3:12], predict the reactants needed to synthesize it. The reactants are: Br[CH:2]1[C:6]([Cl:7])=[C:5]([CH3:8])[C:4](=[O:9])[O:3]1.[C:10]([C:14]1[N:18]([CH3:19])[N:17]=[C:16]([NH2:20])[CH:15]=1)([CH3:13])([CH3:12])[CH3:11].C(N(CC)CC)C. (2) Given the product [CH2:12]([O:11][C:9](=[O:10])[NH:5][CH2:4][CH2:3][Br:2])[C:13]1[CH:18]=[CH:17][CH:16]=[CH:15][CH:14]=1, predict the reactants needed to synthesize it. The reactants are: Br.[Br:2][CH2:3][CH2:4][NH2:5].[OH-].[Na+].Cl[C:9]([O:11][CH2:12][C:13]1[CH:18]=[CH:17][CH:16]=[CH:15][CH:14]=1)=[O:10].CCOCC. (3) Given the product [Br:30][C:8]1[C:3]([CH2:1][CH3:2])=[C:4]([C:10]2[CH:15]=[CH:14][C:13]([O:16][CH3:17])=[CH:12][CH:11]=2)[C:5]([NH2:9])=[N:6][CH:7]=1, predict the reactants needed to synthesize it. The reactants are: [CH2:1]([C:3]1[CH:8]=[CH:7][N:6]=[C:5]([NH2:9])[C:4]=1[C:10]1[CH:15]=[CH:14][C:13]([O:16][CH3:17])=[CH:12][CH:11]=1)[CH3:2].O1CCCC1.C1C(=O)N([Br:30])C(=O)C1. (4) Given the product [C:30]([C:28]1[CH:27]=[C:7]([CH:6]=[C:5]([C:1]([CH3:3])([CH3:4])[CH3:2])[CH:29]=1)[CH2:8][C@H:9]1[CH2:14][C@@H:13]([C:15]2[O:22][NH:36][C:17](=[O:19])[CH:16]=2)[CH2:12][CH2:11][N:10]1[C:23]([O:25][CH3:26])=[O:24])([CH3:33])([CH3:32])[CH3:31], predict the reactants needed to synthesize it. The reactants are: [C:1]([C:5]1[CH:6]=[C:7]([CH:27]=[C:28]([C:30]([CH3:33])([CH3:32])[CH3:31])[CH:29]=1)[CH2:8][C@H:9]1[CH2:14][C@@H:13]([C:15](=[O:22])[CH2:16][C:17]([O:19]CC)=O)[CH2:12][CH2:11][N:10]1[C:23]([O:25][CH3:26])=[O:24])([CH3:4])([CH3:3])[CH3:2].[OH-].[Na+].[NH2:36]O.Cl. (5) The reactants are: Cl[C:2]1[N:7]2[N:8]=[C:9]([C:23]3[CH:28]=[CH:27][C:26]([O:29][CH3:30])=[CH:25][CH:24]=3)[C:10]([C:11]3[CH:16]=[CH:15][N:14]=[C:13]([NH:17][CH:18]4[CH2:22][CH2:21][CH2:20][CH2:19]4)[N:12]=3)=[C:6]2[CH:5]=[CH:4][CH:3]=1.[NH2:31][CH2:32][CH2:33][N:34]1[CH2:39][CH2:38][O:37][CH2:36][CH2:35]1.C(OCC)(=O)C.CCCCCC. Given the product [CH:18]1([NH:17][C:13]2[N:12]=[C:11]([C:10]3[C:9]([C:23]4[CH:28]=[CH:27][C:26]([O:29][CH3:30])=[CH:25][CH:24]=4)=[N:8][N:7]4[C:2]([NH:31][CH2:32][CH2:33][N:34]5[CH2:39][CH2:38][O:37][CH2:36][CH2:35]5)=[CH:3][CH:4]=[CH:5][C:6]=34)[CH:16]=[CH:15][N:14]=2)[CH2:19][CH2:20][CH2:21][CH2:22]1, predict the reactants needed to synthesize it.